This data is from Full USPTO retrosynthesis dataset with 1.9M reactions from patents (1976-2016). The task is: Predict the reactants needed to synthesize the given product. (1) The reactants are: [CH3:1][CH2:2][O:3][C:4]([CH2:6][C:7]#[N:8])=[O:5].C([O-])(=O)C.[NH4+].C(O)(=O)C.[CH3:18][N:19]1[CH2:24][CH2:23][N:22]([C:25]2[CH:30]=[CH:29][C:28]([C:31](=O)[CH3:32])=[CH:27][CH:26]=2)[CH2:21][CH2:20]1. Given the product [C:7](/[C:6](=[C:31](/[C:28]1[CH:27]=[CH:26][C:25]([N:22]2[CH2:21][CH2:20][N:19]([CH3:18])[CH2:24][CH2:23]2)=[CH:30][CH:29]=1)\[CH3:32])/[C:4]([O:3][CH2:2][CH3:1])=[O:5])#[N:8], predict the reactants needed to synthesize it. (2) Given the product [C:1]([C:3]1[C:4]([C:20]2[CH:25]=[CH:24][C:23]([O:26][C:27]3[CH:32]=[CH:31][CH:30]=[CH:29][CH:28]=3)=[CH:22][CH:21]=2)=[N:5][N:6]2[C:11]([CH2:12][N:13]([CH3:33])[C:14](=[O:19])[C:15]([F:16])([F:17])[F:18])=[CH:10][CH:9]=[N:8][C:7]=12)#[N:2], predict the reactants needed to synthesize it. The reactants are: [C:1]([C:3]1[C:4]([C:20]2[CH:25]=[CH:24][C:23]([O:26][C:27]3[CH:32]=[CH:31][CH:30]=[CH:29][CH:28]=3)=[CH:22][CH:21]=2)=[N:5][N:6]2[C:11]([CH2:12][NH:13][C:14](=[O:19])[C:15]([F:18])([F:17])[F:16])=[CH:10][CH:9]=[N:8][C:7]=12)#[N:2].[C:33]([O-])([O-])=O.[K+].[K+].CI.